From a dataset of Cav3 T-type calcium channel HTS with 100,875 compounds. Binary Classification. Given a drug SMILES string, predict its activity (active/inactive) in a high-throughput screening assay against a specified biological target. (1) The result is 1 (active). The molecule is S(CCC(=O)N1CCN(CC1)c1ncccc1)c1nc(cc(n1)C(F)(F)F)c1occc1. (2) The molecule is o1c2c(c(c1C)C(OCCOC)=O)cc(OC(OCC)=O)cc2. The result is 0 (inactive).